From a dataset of Reaction yield outcomes from USPTO patents with 853,638 reactions. Predict the reaction yield, written as a fraction of the theoretical maximum amount of product (1.0 means a 100% yield; for example, 0.34 means a 34% yield). The reactants are [C:1]([C:3]1[N:11]=[CH:10][C:9]([O:12][CH2:13][CH2:14][O:15][CH3:16])=[CH:8][C:4]=1[C:5]([NH2:7])=[O:6])#[CH:2].CNC. The catalyst is CO. The product is [NH4+:7].[OH-:6].[CH3:16][O:15][CH2:14][CH2:13][O:12][C:9]1[CH:10]=[N:11][C:3]2[CH:1]=[CH:2][NH:7][C:5](=[O:6])[C:4]=2[CH:8]=1. The yield is 0.0100.